From a dataset of Forward reaction prediction with 1.9M reactions from USPTO patents (1976-2016). Predict the product of the given reaction. (1) Given the reactants Cl[CH2:2][C:3]([N:5]1[CH2:10][CH2:9][O:8][CH2:7][CH2:6]1)=[O:4].[C:11]([O:30][CH2:31][CH:32]([OH:35])[CH:33]=[CH2:34])([C:24]1[CH:29]=[CH:28][CH:27]=[CH:26][CH:25]=1)([C:18]1[CH:23]=[CH:22][CH:21]=[CH:20][CH:19]=1)[C:12]1[CH:17]=[CH:16][CH:15]=[CH:14][CH:13]=1.[OH-].[Na+], predict the reaction product. The product is: [O:8]1[CH2:9][CH2:10][N:5]([C:3](=[O:4])[CH2:2][O:35][C@H:32]([CH2:31][O:30][C:11]([C:24]2[CH:29]=[CH:28][CH:27]=[CH:26][CH:25]=2)([C:12]2[CH:13]=[CH:14][CH:15]=[CH:16][CH:17]=2)[C:18]2[CH:23]=[CH:22][CH:21]=[CH:20][CH:19]=2)[CH:33]=[CH2:34])[CH2:6][CH2:7]1. (2) Given the reactants [CH3:1][S:2]([N:5]1[CH2:10][CH2:9][CH2:8][C@H:7]([NH:11][C:12]2[C:17]([C:18]3[N:19]=[C:20]4[CH:26]=[CH:25][N:24](COCC[Si](C)(C)C)[C:21]4=[N:22][CH:23]=3)=[CH:16][N:15]=[C:14](S(C)(=O)=O)[N:13]=2)[CH2:6]1)(=[O:4])=[O:3].[CH3:39][N:40]([CH3:47])[CH:41]1[CH2:46][CH2:45][NH:44][CH2:43][CH2:42]1.CS(C)(=O)=O, predict the reaction product. The product is: [CH3:39][N:40]([CH3:47])[CH:41]1[CH2:46][CH2:45][N:44]([C:14]2[N:13]=[C:12]([NH:11][C@H:7]3[CH2:8][CH2:9][CH2:10][N:5]([S:2]([CH3:1])(=[O:4])=[O:3])[CH2:6]3)[C:17]([C:18]3[N:19]=[C:20]4[CH:26]=[CH:25][NH:24][C:21]4=[N:22][CH:23]=3)=[CH:16][N:15]=2)[CH2:43][CH2:42]1. (3) Given the reactants [Br:1][C:2]1[CH:7]=[CH:6][C:5]([CH:8]([CH2:19][CH:20]=[CH2:21])[CH2:9][C:10]([C:12]2[CH:13]=[CH:14][C:15](=[O:18])[NH:16][CH:17]=2)=[O:11])=[CH:4][CH:3]=1.IC.[C:24](=O)([O-])[O-].[K+].[K+], predict the reaction product. The product is: [Br:1][C:2]1[CH:3]=[CH:4][C:5]([CH:8]([CH2:19][CH:20]=[CH2:21])[CH2:9][C:10]([C:12]2[CH:13]=[CH:14][C:15](=[O:18])[N:16]([CH3:24])[CH:17]=2)=[O:11])=[CH:6][CH:7]=1. (4) The product is: [CH3:13][C:12]1[NH:6][C:4](=[O:5])[C:3]([C:1]#[N:2])=[C:9]([C:8]([F:16])([F:15])[F:7])[CH:11]=1. Given the reactants [C:1]([CH2:3][C:4]([NH2:6])=[O:5])#[N:2].[F:7][C:8]([F:16])([F:15])[C:9]([CH2:11][C:12](=O)[CH3:13])=O.C([O-])([O-])=O.[K+].[K+], predict the reaction product. (5) Given the reactants Cl[C:2]1[C:7]([NH2:8])=[C:6]([Cl:9])[N:5]=[CH:4][N:3]=1.C(N(CC)CC)C.[NH2:17][CH2:18][C@H:19]([NH:23][C:24]([O:26][C:27]([CH3:30])([CH3:29])[CH3:28])=[O:25])[C:20]([OH:22])=[O:21].CCO, predict the reaction product. The product is: [NH2:8][C:7]1[C:2]([NH:17][CH2:18][C@H:19]([NH:23][C:24]([O:26][C:27]([CH3:30])([CH3:29])[CH3:28])=[O:25])[C:20]([OH:22])=[O:21])=[N:3][CH:4]=[N:5][C:6]=1[Cl:9]. (6) Given the reactants [F:1][C:2]1[CH:25]=[CH:24][C:5]([CH2:6][N:7]2[C:15]3[C:10](=[CH:11][C:12](/[CH:16]=[C:17]4/[C:18](=[O:23])[NH:19][C:20](=[O:22])[S:21]/4)=[CH:13][CH:14]=3)[CH:9]=[CH:8]2)=[C:4]([C:26]([F:29])([F:28])[F:27])[CH:3]=1.[CH3:30][O:31][CH2:32][CH2:33]Br, predict the reaction product. The product is: [F:1][C:2]1[CH:25]=[CH:24][C:5]([CH2:6][N:7]2[C:15]3[C:10](=[CH:11][C:12](/[CH:16]=[C:17]4/[C:18](=[O:23])[N:19]([CH2:33][CH2:32][O:31][CH3:30])[C:20](=[O:22])[S:21]/4)=[CH:13][CH:14]=3)[CH:9]=[CH:8]2)=[C:4]([C:26]([F:29])([F:27])[F:28])[CH:3]=1. (7) Given the reactants C(OC([N:8]1[CH2:12][C:11](=[N:13][O:14][CH3:15])[CH2:10][C@H:9]1[C:16]([OH:18])=O)=O)(C)(C)C.[C:19]1([C:29]2[CH:34]=[CH:33][CH:32]=[CH:31][CH:30]=2)[CH:24]=[CH:23][C:22]([S:25](Cl)(=[O:27])=[O:26])=[CH:21][CH:20]=1.[NH2:35][CH2:36][CH:37]([C:39]1[CH:48]=[CH:47][C:46]2[C:41](=[CH:42][CH:43]=[CH:44][CH:45]=2)[CH:40]=1)[OH:38], predict the reaction product. The product is: [C:19]1([C:29]2[CH:34]=[CH:33][CH:32]=[CH:31][CH:30]=2)[CH:24]=[CH:23][C:22]([S:25]([N:8]2[CH2:12][C:11](=[N:13][O:14][CH3:15])[CH2:10][C@H:9]2[C:16]([NH:35][CH2:36][CH:37]([OH:38])[C:39]2[CH:48]=[CH:47][C:46]3[C:41](=[CH:42][CH:43]=[CH:44][CH:45]=3)[CH:40]=2)=[O:18])(=[O:27])=[O:26])=[CH:21][CH:20]=1. (8) Given the reactants [NH2:1][C:2]1[CH:7]=[CH:6][C:5]([C:8]2[C:16]3[C:11](=[CH:12][N:13]=[CH:14][CH:15]=3)[NH:10][C:9]=2[C:17]([NH2:19])=[O:18])=[CH:4][CH:3]=1.[F:20][C:21]([F:32])([F:31])[C:22]1[CH:27]=[CH:26][C:25]([N:28]=[C:29]=[O:30])=[CH:24][CH:23]=1, predict the reaction product. The product is: [F:20][C:21]([F:31])([F:32])[C:22]1[CH:23]=[CH:24][C:25]([NH:28][C:29](=[O:30])[NH:1][C:2]2[CH:3]=[CH:4][C:5]([C:8]3[C:16]4[C:11](=[CH:12][N:13]=[CH:14][CH:15]=4)[NH:10][C:9]=3[C:17]([NH2:19])=[O:18])=[CH:6][CH:7]=2)=[CH:26][CH:27]=1. (9) Given the reactants FC(F)(F)C(O)=O.[Cl:8][C:9]1[C:10]([F:43])=[C:11]([CH:15]2[C:19]([C:22]3[CH:27]=[CH:26][C:25]([Cl:28])=[CH:24][C:23]=3[F:29])([C:20]#[N:21])[CH:18]([CH2:30][C:31]([CH3:39])([C:33]3[O:34][C:35]([CH3:38])=[CH:36][CH:37]=3)[CH3:32])[NH:17][CH:16]2[C:40](O)=[O:41])[CH:12]=[CH:13][CH:14]=1.CC1(C)[O:49][C@@H:48]([CH2:50][CH2:51][NH2:52])[CH2:47][O:46]1.CN(C(ON1N=NC2C=CC=NC1=2)=[N+](C)C)C.F[P-](F)(F)(F)(F)F.CCN(C(C)C)C(C)C.Cl, predict the reaction product. The product is: [OH:49][C@H:48]([CH2:47][OH:46])[CH2:50][CH2:51][NH:52][C:40]([CH:16]1[CH:15]([C:11]2[CH:12]=[CH:13][CH:14]=[C:9]([Cl:8])[C:10]=2[F:43])[C:19]([C:22]2[CH:27]=[CH:26][C:25]([Cl:28])=[CH:24][C:23]=2[F:29])([C:20]#[N:21])[CH:18]([CH2:30][C:31]([CH3:39])([C:33]2[O:34][C:35]([CH3:38])=[CH:36][CH:37]=2)[CH3:32])[NH:17]1)=[O:41].